Dataset: Full USPTO retrosynthesis dataset with 1.9M reactions from patents (1976-2016). Task: Predict the reactants needed to synthesize the given product. (1) Given the product [CH2:1]([O:8][C:9]1[CH:10]=[C:11]([C:16]2[C:21]([O:22][S:29]([C:28]([F:41])([F:40])[F:27])(=[O:31])=[O:30])=[N:20][CH:19]=[C:18]([CH:17]=2)[C:23]([O:25][CH3:26])=[O:24])[CH:12]=[CH:13][C:14]=1[Cl:15])[C:2]1[CH:7]=[CH:6][CH:5]=[CH:4][CH:3]=1, predict the reactants needed to synthesize it. The reactants are: [CH2:1]([O:8][C:9]1[CH:10]=[C:11]([C:16]2[C:21](=[O:22])[NH:20][CH:19]=[C:18]([C:23]([O:25][CH3:26])=[O:24])[CH:17]=2)[CH:12]=[CH:13][C:14]=1[Cl:15])[C:2]1[CH:7]=[CH:6][CH:5]=[CH:4][CH:3]=1.[F:27][C:28]([F:41])([F:40])[S:29](O[S:29]([C:28]([F:41])([F:40])[F:27])(=[O:31])=[O:30])(=[O:31])=[O:30]. (2) Given the product [Cl:11][C:5]1[CH:6]=[C:7]([CH2:8][O:9][CH3:10])[C:2]([C:12]#[N:13])=[N:3][CH:4]=1, predict the reactants needed to synthesize it. The reactants are: Cl[C:2]1[C:7]([CH2:8][O:9][CH3:10])=[CH:6][C:5]([Cl:11])=[CH:4][N:3]=1.[CH3:12][N:13](C=O)C. (3) The reactants are: [Cl:1][C:2]1[C:11]2[C:6](=[CH:7][CH:8]=[C:9]([O:12][CH3:13])[CH:10]=2)[C:5](=O)[NH:4][CH:3]=1.O=P(Cl)(Cl)[Cl:17]. Given the product [Cl:17][C:5]1[C:6]2[C:11](=[CH:10][C:9]([O:12][CH3:13])=[CH:8][CH:7]=2)[C:2]([Cl:1])=[CH:3][N:4]=1, predict the reactants needed to synthesize it.